Dataset: Reaction yield outcomes from USPTO patents with 853,638 reactions. Task: Predict the reaction yield, written as a fraction of the theoretical maximum amount of product (1.0 means a 100% yield; for example, 0.34 means a 34% yield). The reactants are [CH3:1][O:2][C:3]1[CH:4]=[C:5]2[C:16]3[CH:9]([CH2:10][C:11](=[O:17])[C:12]=3[C:13]=1[O:14][CH3:15])[NH:8][CH2:7][CH2:6]2.C([O-])([O-])=O.[K+].[K+].[Na+].[I-].[C:26]([O:30][C:31](=[O:38])[NH:32][CH2:33][CH2:34][CH2:35][CH2:36]Br)([CH3:29])([CH3:28])[CH3:27]. The catalyst is CN(C=O)C.C(OCC)(=O)C.O. The product is [C:26]([O:30][C:31](=[O:38])[NH:32][CH2:33][CH2:34][CH2:35][CH2:36][N:8]1[CH2:7][CH2:6][C:5]2[C:16]3[CH:9]1[CH2:10][C:11](=[O:17])[C:12]=3[C:13]([O:14][CH3:15])=[C:3]([O:2][CH3:1])[CH:4]=2)([CH3:29])([CH3:28])[CH3:27]. The yield is 0.450.